This data is from Peptide-MHC class II binding affinity with 134,281 pairs from IEDB. The task is: Regression. Given a peptide amino acid sequence and an MHC pseudo amino acid sequence, predict their binding affinity value. This is MHC class II binding data. The peptide sequence is IEGITLLNAKFFHMN. The MHC is HLA-DPA10201-DPB11401 with pseudo-sequence HLA-DPA10201-DPB11401. The binding affinity (normalized) is 0.263.